From a dataset of Forward reaction prediction with 1.9M reactions from USPTO patents (1976-2016). Predict the product of the given reaction. (1) Given the reactants [OH:1][CH2:2][C:3]#[C:4][C:5]1[CH:6]=[C:7]([CH:10]=O)[S:8][CH:9]=1.[C:12]1([C@H:18]([NH2:20])[CH3:19])[CH:17]=[CH:16][CH:15]=[CH:14][CH:13]=1, predict the reaction product. The product is: [C:12]1([C@H:18]([NH:20][CH2:10][C:7]2[S:8][CH:9]=[C:5]([C:4]#[C:3][CH2:2][OH:1])[CH:6]=2)[CH3:19])[CH:17]=[CH:16][CH:15]=[CH:14][CH:13]=1. (2) The product is: [F:1][C:2]1[C:7]([F:8])=[C:6]([O:9][CH2:10][CH2:11][N:12]2[CH2:13][CH2:14][O:15][CH2:16][CH2:17]2)[CH:5]=[CH:4][C:3]=1[CH2:18][NH:19][N:20]([CH3:30])[C:21]1([C:26]([O:28][CH3:29])=[O:27])[CH2:22][CH2:23][CH2:24][CH2:25]1. Given the reactants [F:1][C:2]1[C:7]([F:8])=[C:6]([O:9][CH2:10][CH2:11][N:12]2[CH2:17][CH2:16][O:15][CH2:14][CH2:13]2)[CH:5]=[CH:4][C:3]=1[CH:18]=[N:19][N:20]([CH3:30])[C:21]1([C:26]([O:28][CH3:29])=[O:27])[CH2:25][CH2:24][CH2:23][CH2:22]1.Cl.B.C(C1C=CC(C)=NC=1)C.[OH-].[Na+].P([O-])([O-])([O-])=O.[K+].[K+].[K+], predict the reaction product. (3) Given the reactants [CH3:1][O:2][C:3]1[CH:4]=[C:5]2[C:10](=[CH:11][C:12]=1[O:13][CH3:14])[N:9]=[CH:8][N:7]=[C:6]2[O:15][C:16]1[CH:22]=[CH:21][C:19]([NH2:20])=[C:18]([N+:23]([O-:25])=[O:24])[CH:17]=1.Cl[C:27](Cl)([O:29][C:30](=[O:36])OC(Cl)(Cl)Cl)Cl.[CH3:38][C:39]1[CH:44]=[CH:43][CH:42]=[CH:41][C:40]=1CO.C(=O)(O)[O-].[Na+], predict the reaction product. The product is: [CH3:1][O:2][C:3]1[CH:4]=[C:5]2[C:10](=[CH:11][C:12]=1[O:13][CH3:14])[N:9]=[CH:8][N:7]=[C:6]2[O:15][C:16]1[CH:22]=[CH:21][C:19]([NH:20][C:30](=[O:36])[O:29][CH2:27][C:40]2[CH:41]=[CH:42][CH:43]=[CH:44][C:39]=2[CH3:38])=[C:18]([N+:23]([O-:25])=[O:24])[CH:17]=1. (4) Given the reactants [C:1]([N:5]1[C:9]([C:10]2[CH:15]=[CH:14][C:13]([F:16])=[CH:12][CH:11]=2)=[C:8]([C:17]2[S:18][CH:19]=[C:20]([CH2:22][C:23]([OH:25])=O)[N:21]=2)[CH:7]=[N:6]1)([CH3:4])([CH3:3])[CH3:2].[NH2:26][CH2:27][C:28]([CH3:31])([OH:30])[CH3:29], predict the reaction product. The product is: [C:1]([N:5]1[C:9]([C:10]2[CH:15]=[CH:14][C:13]([F:16])=[CH:12][CH:11]=2)=[C:8]([C:17]2[S:18][CH:19]=[C:20]([CH2:22][C:23]([NH:26][CH2:27][C:28]([OH:30])([CH3:31])[CH3:29])=[O:25])[N:21]=2)[CH:7]=[N:6]1)([CH3:4])([CH3:2])[CH3:3]. (5) Given the reactants [NH2:1][C:2]1[C:3]([SH:9])=[N:4][C:5]([Br:8])=[CH:6][N:7]=1.[CH3:10][C:11]1([CH3:19])[NH:16][C:15](=[O:17])[CH2:14][C:13](=O)[CH2:12]1, predict the reaction product. The product is: [Br:8][C:5]1[CH:6]=[N:7][C:2]2[NH:1][C:13]3[CH2:12][C:11]([CH3:19])([CH3:10])[NH:16][C:15](=[O:17])[C:14]=3[S:9][C:3]=2[N:4]=1. (6) Given the reactants [C:1]([CH2:3][CH2:4][CH2:5][C:6]1[CH:7]=[C:8]([C:12]2[CH:17]=[CH:16][C:15]([CH2:18][OH:19])=[CH:14][CH:13]=2)[CH:9]=[CH:10][CH:11]=1)#[N:2].N1C=CN=C1.Cl[Si](C(C)C)(C(C)C)C(C)C.C(=O)([O-])O.[Na+].[C:41](ON1C(=O)CCC1=O)([O:43][CH2:44][C:45]1[CH:50]=[CH:49][CH:48]=[CH:47][CH:46]=1)=[O:42], predict the reaction product. The product is: [CH2:44]([O:43][C:41]([NH:2][CH2:1][CH2:3][CH2:4][CH2:5][C:6]1[CH:7]=[C:8]([C:12]2[CH:13]=[CH:14][C:15]([CH2:18][OH:19])=[CH:16][CH:17]=2)[CH:9]=[CH:10][CH:11]=1)=[O:42])[C:45]1[CH:50]=[CH:49][CH:48]=[CH:47][CH:46]=1. (7) Given the reactants [Br:1][C:2]1[CH:3]=[C:4]2[C:8](=[C:9]([C:11](O)=[O:12])[CH:10]=1)[NH:7][CH:6]=[C:5]2[CH2:14][CH:15]1[CH2:20][CH2:19][S:18](=[O:22])(=[O:21])[CH2:17][CH2:16]1.CC[N:25](CC)CC.CN(C(ON1N=NC2C=CC=CC1=2)=[N+](C)C)C.[B-](F)(F)(F)F.N.CO, predict the reaction product. The product is: [Br:1][C:2]1[CH:3]=[C:4]2[C:8](=[C:9]([C:11]([NH2:25])=[O:12])[CH:10]=1)[NH:7][CH:6]=[C:5]2[CH2:14][CH:15]1[CH2:20][CH2:19][S:18](=[O:22])(=[O:21])[CH2:17][CH2:16]1. (8) Given the reactants [I:1][C:2]1[CH:7]=[N:6][NH:5][C:4](=[O:8])[CH:3]=1.[O:9]1[CH2:14][CH2:13][CH2:12][CH2:11][CH:10]1[O:15][CH2:16][CH2:17]O.C1(P(C2C=CC=CC=2)C2C=CC=CC=2)C=CC=CC=1.N(C(OCC)=O)=NC(OCC)=O, predict the reaction product. The product is: [I:1][C:2]1[CH:3]=[C:4]([O:8][CH2:17][CH2:16][O:15][CH:10]2[CH2:11][CH2:12][CH2:13][CH2:14][O:9]2)[N:5]=[N:6][CH:7]=1. (9) Given the reactants C[O:2][C:3]([C:5]1[N:9]([NH2:10])[C:8]([C:11]([O:13][CH2:14][CH3:15])=[O:12])=[CH:7][CH:6]=1)=O.[CH:16]([NH2:18])=O, predict the reaction product. The product is: [CH2:14]([O:13][C:11]([C:8]1[N:9]2[C:5]([C:3](=[O:2])[NH:18][CH:16]=[N:10]2)=[CH:6][CH:7]=1)=[O:12])[CH3:15]. (10) Given the reactants [C:1]([O:5][C:6]([N:8]1[CH2:13][CH2:12][NH:11][C:10](=[O:14])[CH:9]1[CH2:15]C(O)=O)=[O:7])([CH3:4])([CH3:3])[CH3:2].[Cl:19][C:20]1[CH:21]=[C:22]([CH:27]=[CH:28][CH:29]=1)[C:23]([NH:25][OH:26])=[NH:24].C1C=CC2N(O)N=NC=2C=1.CCN=C=NCCCN(C)C.Cl, predict the reaction product. The product is: [C:1]([O:5][C:6]([N:8]1[CH2:13][CH2:12][NH:11][C:10](=[O:14])[CH:9]1[C:15]1[O:26][N:25]=[C:23]([C:22]2[CH:27]=[CH:28][CH:29]=[C:20]([Cl:19])[CH:21]=2)[N:24]=1)=[O:7])([CH3:2])([CH3:3])[CH3:4].